From a dataset of Catalyst prediction with 721,799 reactions and 888 catalyst types from USPTO. Predict which catalyst facilitates the given reaction. (1) Reactant: [C:1]([O:5][C:6](=[O:26])[NH:7][CH:8]([C:18]1[CH:23]=[CH:22][C:21]([Cl:24])=[C:20]([Cl:25])[CH:19]=1)[C:9]([C:11]1[CH:16]=[CH:15][C:14]([OH:17])=[CH:13][CH:12]=1)=[O:10])([CH3:4])([CH3:3])[CH3:2]. Product: [C:1]([O:5][C:6](=[O:26])[NH:7][CH:8]([C:18]1[CH:23]=[CH:22][C:21]([Cl:24])=[C:20]([Cl:25])[CH:19]=1)[C:9]([C:11]1[CH:12]=[CH:13][C:14]([O:17][CH:8]([CH2:9][CH3:11])[CH3:18])=[CH:15][CH:16]=1)=[O:10])([CH3:4])([CH3:2])[CH3:3]. The catalyst class is: 868. (2) Reactant: [Si:1]([O:8][C:9]1[CH:14]=[CH:13][C:12]([C:15]2[N:16]=[C:17]([C:22]3[S:32][C:25]4[C:26]5[S:31][CH:30]=[CH:29][C:27]=5[S:28][C:24]=4[CH:23]=3)[C:18]([NH2:21])=[N:19][CH:20]=2)=[CH:11][CH:10]=1)([C:4]([CH3:7])([CH3:6])[CH3:5])([CH3:3])[CH3:2].[Si:33]([O:40][C:41]1[CH:46]=[CH:45][C:44]([CH2:47][C:48](Cl)=[O:49])=[CH:43][CH:42]=1)([C:36]([CH3:39])([CH3:38])[CH3:37])([CH3:35])[CH3:34].O. Product: [Si:33]([O:40][C:41]1[CH:42]=[CH:43][C:44]([CH2:47][C:48]([NH:21][C:18]2[C:17]([C:22]3[S:32][C:25]4[C:26]5[S:31][CH:30]=[CH:29][C:27]=5[S:28][C:24]=4[CH:23]=3)=[N:16][C:15]([C:12]3[CH:11]=[CH:10][C:9]([O:8][Si:1]([C:4]([CH3:6])([CH3:7])[CH3:5])([CH3:2])[CH3:3])=[CH:14][CH:13]=3)=[CH:20][N:19]=2)=[O:49])=[CH:45][CH:46]=1)([C:36]([CH3:39])([CH3:38])[CH3:37])([CH3:35])[CH3:34]. The catalyst class is: 341. (3) Reactant: CS([C:4]1[O:5][C:6]2[C:11]([C:12](=[O:15])[C:13]=1[CH3:14])=[CH:10][CH:9]=[CH:8][CH:7]=2)=O.[NH2:16][CH2:17][C:18]1[CH:23]=[CH:22][C:21]([CH2:24][CH2:25][CH2:26][CH2:27][OH:28])=[CH:20][CH:19]=1.CN(C=O)C. Product: [OH:28][CH2:27][CH2:26][CH2:25][CH2:24][C:21]1[CH:20]=[CH:19][C:18]([CH2:17][NH:16][C:4]2[O:5][C:6]3[C:11]([C:12](=[O:15])[C:13]=2[CH3:14])=[CH:10][CH:9]=[CH:8][CH:7]=3)=[CH:23][CH:22]=1. The catalyst class is: 10. (4) Reactant: [N+]([O-])(O)=O.N([O-])=O.[Na+].[OH:9][CH2:10][C:11]1[N:15]([CH2:16][CH2:17][CH3:18])[C:14](S)=[N:13][N:12]=1.C(=O)([O-])[O-].[Na+].[Na+]. Product: [OH:9][CH2:10][C:11]1[N:15]([CH2:16][CH2:17][CH3:18])[CH:14]=[N:13][N:12]=1. The catalyst class is: 6. (5) Reactant: C(OC([NH:11][NH:12][C:13]([C:15]1[CH:16]=[C:17]([CH:22]=[CH:23][CH:24]=1)[C:18]([O:20][CH3:21])=[O:19])=[O:14])=O)C1C=CC=CC=1.[H][H]. Product: [NH:12]([C:13]([C:15]1[CH:16]=[C:17]([CH:22]=[CH:23][CH:24]=1)[C:18]([O:20][CH3:21])=[O:19])=[O:14])[NH2:11]. The catalyst class is: 19. (6) Reactant: [Br-].[C:2]1([S+:8]([C:15]2[CH:20]=[CH:19][CH:18]=[CH:17][CH:16]=2)[C:9]2[CH:14]=[CH:13][CH:12]=[CH:11][CH:10]=2)[CH:7]=[CH:6][CH:5]=[CH:4][CH:3]=1.C([O-])(=O)C.[C:25]([C:29]1[CH:34]=[CH:33][C:32]([IH+:35])=[CH:31][CH:30]=1)([CH3:28])([CH3:27])[CH3:26].[C:36]([C:40]1[CH:45]=[CH:44][C:43]([IH+:46])=[CH:42][CH:41]=1)([CH3:39])([CH3:38])[CH3:37].C([O-])(=O)C.[F:51][C:52]([F:70])([S:66]([OH:69])(=[O:68])=[O:67])[C:53]([F:65])([F:64])[C:54]([F:63])([F:62])[C:55]([F:61])([F:60])[S:56]([OH:59])(=[O:58])=[O:57]. Product: [F:61][C:55]([F:60])([S:56]([O-:59])(=[O:58])=[O:57])[C:54]([F:63])([F:62])[C:53]([F:64])([F:65])[C:52]([F:51])([F:70])[S:66]([O-:69])(=[O:67])=[O:68].[C:15]1([S+:8]([C:2]2[CH:3]=[CH:4][CH:5]=[CH:6][CH:7]=2)[C:9]2[CH:14]=[CH:13][CH:12]=[CH:11][CH:10]=2)[CH:16]=[CH:17][CH:18]=[CH:19][CH:20]=1.[C:25]([C:29]1[CH:30]=[CH:31][C:32]([IH+:35])=[CH:33][CH:34]=1)([CH3:28])([CH3:26])[CH3:27].[C:36]([C:40]1[CH:41]=[CH:42][C:43]([IH+:46])=[CH:44][CH:45]=1)([CH3:39])([CH3:37])[CH3:38]. The catalyst class is: 283. (7) Reactant: [OH:1][C:2]1[CH:3]=[C:4]([CH3:10])[C:5]([C:8]#[N:9])=[N:6][CH:7]=1.[F:11][CH2:12]OS(C1C=CC(C)=CC=1)(=O)=O. Product: [F:11][CH2:12][O:1][C:2]1[CH:3]=[C:4]([CH3:10])[C:5]([C:8]#[N:9])=[N:6][CH:7]=1. The catalyst class is: 31.